From a dataset of Forward reaction prediction with 1.9M reactions from USPTO patents (1976-2016). Predict the product of the given reaction. Given the reactants Cl.Cl.[NH:3]1[CH2:8][CH2:7][CH:6]([N:9]2[C:17]3[C:12](=[N:13][CH:14]=[CH:15][CH:16]=3)[NH:11][C:10]2=[O:18])[CH2:5][CH2:4]1.Cl[C:20]1[N:25]=[CH:24][N:23]=[C:22]([C:26]([N:28]2[C:36]3[C:31](=[CH:32][CH:33]=[CH:34][CH:35]=3)[C:30]([CH3:37])=[CH:29]2)=[O:27])[CH:21]=1.CCN(C(C)C)C(C)C, predict the reaction product. The product is: [CH3:37][C:30]1[C:31]2[C:36](=[CH:35][CH:34]=[CH:33][CH:32]=2)[N:28]([C:26]([C:22]2[N:23]=[CH:24][N:25]=[C:20]([N:3]3[CH2:4][CH2:5][CH:6]([N:9]4[C:17]5[C:12](=[N:13][CH:14]=[CH:15][CH:16]=5)[NH:11][C:10]4=[O:18])[CH2:7][CH2:8]3)[CH:21]=2)=[O:27])[CH:29]=1.